From a dataset of Full USPTO retrosynthesis dataset with 1.9M reactions from patents (1976-2016). Predict the reactants needed to synthesize the given product. (1) The reactants are: S(=O)(=O)(O)O.[NH2:6][CH2:7][C:8]#[N:9].[C:10]([C:18]1C=CC=CC=1)(=O)[C:11]1C=CC=C[CH:12]=1.[CH2:24](Cl)Cl. Given the product [N:9]1[C:8]2[CH:18]=[CH:10][CH:11]=[CH:12][C:7]=2[NH:6][CH:24]=1, predict the reactants needed to synthesize it. (2) Given the product [C:2]1([C:14]2[CH:19]=[CH:18][N:17]=[C:16]([NH:20][CH2:21][CH:22]3[CH2:27][CH2:26][N:25]([C:37](=[O:42])[C:38]([CH3:41])([CH3:40])[CH3:39])[CH2:24][CH2:23]3)[N:15]=2)[C:12]2=[C:13]3[C:8](=[CH:9][CH:10]=[CH:11]2)[CH2:7][CH2:6][CH2:5][N:4]3[CH:3]=1.[F:48][C:49]([F:54])([F:53])[C:50]([O-:52])=[O:51], predict the reactants needed to synthesize it. The reactants are: Cl.[C:2]1([C:14]2[CH:19]=[CH:18][N:17]=[C:16]([NH:20][CH2:21][CH:22]3[CH2:27][CH2:26][NH:25][CH2:24][CH2:23]3)[N:15]=2)[C:12]2=[C:13]3[C:8](=[CH:9][CH:10]=[CH:11]2)[CH2:7][CH2:6][CH2:5][N:4]3[CH:3]=1.C(N(CC)C(C)C)(C)C.[C:37](Cl)(=[O:42])[C:38]([CH3:41])([CH3:40])[CH3:39].C(#N)C.O.[F:48][C:49]([F:54])([F:53])[C:50]([OH:52])=[O:51]. (3) Given the product [C:1]([NH:5][C:6]([C:8]1[C:16]2[C:11](=[N:12][CH:13]=[C:14]([C:17]3[C:25]4[C:20](=[CH:21][C:22]([F:26])=[CH:23][CH:24]=4)[N:19]([CH2:27][C:28]([F:29])([F:30])[F:31])[N:18]=3)[N:15]=2)[NH:10][CH:9]=1)=[O:7])([CH3:4])([CH3:2])[CH3:3], predict the reactants needed to synthesize it. The reactants are: [C:1]([NH:5][C:6]([C:8]1[C:16]2[C:11](=[N:12][CH:13]=[C:14]([C:17]3[C:25]4[C:20](=[CH:21][C:22]([F:26])=[CH:23][CH:24]=4)[N:19]([CH2:27][C:28]([F:31])([F:30])[F:29])[N:18]=3)[N:15]=2)[N:10](COCC[Si](C)(C)C)[CH:9]=1)=[O:7])([CH3:4])([CH3:3])[CH3:2].Cl.